This data is from Catalyst prediction with 721,799 reactions and 888 catalyst types from USPTO. The task is: Predict which catalyst facilitates the given reaction. (1) Reactant: FC(F)(F)C(O)=O.[F:8][C:9]1[CH:27]=[C:26]([S:28]([CH3:31])(=[O:30])=[O:29])[C:25]([F:32])=[CH:24][C:10]=1[CH2:11][N:12]1[CH2:16][CH2:15][N:14]([CH:17]2[CH2:22][CH2:21][NH:20][CH2:19][CH2:18]2)[C:13]1=[O:23].C([O-])(O)=O.[Na+].[N:38]#[C:39]Br. Product: [F:8][C:9]1[CH:27]=[C:26]([S:28]([CH3:31])(=[O:30])=[O:29])[C:25]([F:32])=[CH:24][C:10]=1[CH2:11][N:12]1[CH2:16][CH2:15][N:14]([CH:17]2[CH2:22][CH2:21][N:20]([C:39]#[N:38])[CH2:19][CH2:18]2)[C:13]1=[O:23]. The catalyst class is: 49. (2) Reactant: C1(P(C2C=CC=CC=2)C2C3OC4C(=CC=CC=4P(C4C=CC=CC=4)C4C=CC=CC=4)C(C)(C)C=3C=CC=2)C=CC=CC=1.[C:43](=[O:46])([O-])[O-:44].[Na+].[Na+].Br[C:50]1[C:59]2[C:54](=[C:55]([F:60])[CH:56]=[CH:57][CH:58]=2)[C:53](=[O:61])[N:52]([CH2:62][C:63]2[O:64][CH:65]=[CH:66][N:67]=2)[C:51]=1[CH3:68].C(O)C1C=CC=CC=1.C1(C)C=CC=CC=1. Product: [F:60][C:55]1[CH:56]=[CH:57][CH:58]=[C:59]2[C:54]=1[C:53](=[O:61])[N:52]([CH2:62][C:63]1[O:64][CH:65]=[CH:66][N:67]=1)[C:51]([CH3:68])=[C:50]2[C:43]([OH:44])=[O:46]. The catalyst class is: 167. (3) Product: [CH3:24][C:21]1([CH3:25])[CH2:22][CH2:23][C:18]([C:4]2[CH:3]=[C:2]([C:39]3([OH:42])[CH2:40][CH2:41][S:36][CH2:37][CH2:38]3)[CH:7]=[CH:6][C:5]=2[NH:8][C:9]([C:11]2[NH:12][CH:13]=[C:14]([C:16]#[N:17])[N:15]=2)=[O:10])=[CH:19][CH2:20]1. The catalyst class is: 49. Reactant: Br[C:2]1[CH:7]=[CH:6][C:5]([NH:8][C:9]([C:11]2[NH:12][CH:13]=[C:14]([C:16]#[N:17])[N:15]=2)=[O:10])=[C:4]([C:18]2[CH2:23][CH2:22][C:21]([CH3:25])([CH3:24])[CH2:20][CH:19]=2)[CH:3]=1.C([Mg]Cl)(C)C.C([Li])(C)(C)C.[S:36]1[CH2:41][CH2:40][C:39](=[O:42])[CH2:38][CH2:37]1.[NH4+].[Cl-]. (4) Reactant: Br[C:2]1[C:11]2[C:6](=[CH:7][CH:8]=[CH:9][CH:10]=2)[C:5]([NH:12][C:13](=[O:19])[O:14][C:15]([CH3:18])([CH3:17])[CH3:16])=[CH:4][CH:3]=1.C([Li])CCC.[CH:25]([C:27]1[CH:32]=[CH:31][N:30]=[C:29]([NH:33][C:34](=[O:40])[O:35][C:36]([CH3:39])([CH3:38])[CH3:37])[CH:28]=1)=[O:26]. Product: [C:15]([O:14][C:13]([NH:12][C:5]1[C:6]2[C:11](=[CH:10][CH:9]=[CH:8][CH:7]=2)[C:2]([CH:25]([C:27]2[CH:32]=[CH:31][N:30]=[C:29]([NH:33][C:34]([O:35][C:36]([CH3:39])([CH3:38])[CH3:37])=[O:40])[CH:28]=2)[OH:26])=[CH:3][CH:4]=1)=[O:19])([CH3:18])([CH3:17])[CH3:16]. The catalyst class is: 1. (5) Reactant: C([O-])(=O)C.[Na+].Br[CH:7](Br)[C:8]([C:10]([F:13])([F:12])[F:11])=[O:9].[F:15][C:16]1[C:29]([NH:30][NH2:31])=[CH:28][C:19]2[N:20]([CH2:25][C:26]#[CH:27])[C:21](=[O:24])[CH2:22][O:23][C:18]=2[CH:17]=1. Product: [F:15][C:16]1[C:29]([NH:30][N:31]=[CH:7][C:8](=[O:9])[C:10]([F:13])([F:12])[F:11])=[CH:28][C:19]2[N:20]([CH2:25][C:26]#[CH:27])[C:21](=[O:24])[CH2:22][O:23][C:18]=2[CH:17]=1. The catalyst class is: 6. (6) Reactant: [CH2:1]([O:3][C:4]([C:6]1[CH2:7][CH2:8][N:9](CC2C=CC=CC=2)[CH2:10][C:11]=1[C:12]1[CH:17]=[CH:16][C:15]([F:18])=[C:14]([F:19])[CH:13]=1)=[O:5])[CH3:2]. Product: [CH2:1]([O:3][C:4]([CH:6]1[CH2:7][CH2:8][NH:9][CH2:10][CH:11]1[C:12]1[CH:17]=[CH:16][C:15]([F:18])=[C:14]([F:19])[CH:13]=1)=[O:5])[CH3:2]. The catalyst class is: 29. (7) Reactant: [CH3:1][C:2]1[CH:3]=[N:4][C:5]([CH2:11][S+:12]([O-:24])[C:13]2[NH:14][C:15]3[CH:16]=[CH:17][C:18]([O:22][CH3:23])=[CH:19][C:20]=3[N:21]=2)=[C:6]([CH3:10])[C:7]=1[O:8][CH3:9].C1(C(C2C=CC=CC=2)(O)[C@H](C2C=CC=CC=2)O)C=CC=CC=1. Product: [CH3:1][C:2]1[C:7]([O:8][CH3:9])=[C:6]([CH3:10])[C:5]([CH2:11][S@@:12]([C:13]2[NH:21][C:20]3[CH:19]=[C:18]([O:22][CH3:23])[CH:17]=[CH:16][C:15]=3[N:14]=2)=[O:24])=[N:4][CH:3]=1. The catalyst class is: 520.